From a dataset of Full USPTO retrosynthesis dataset with 1.9M reactions from patents (1976-2016). Predict the reactants needed to synthesize the given product. (1) Given the product [Cl:1][C:2]1[CH:7]=[CH:6][C:5]([N+:8]([O-:10])=[O:9])=[CH:4][C:3]=1[O:11][CH2:13][CH2:14][CH3:15], predict the reactants needed to synthesize it. The reactants are: [Cl:1][C:2]1[CH:7]=[CH:6][C:5]([N+:8]([O-:10])=[O:9])=[CH:4][C:3]=1[OH:11].Br[CH2:13][CH2:14][CH3:15].C(=O)([O-])[O-].[K+].[K+]. (2) Given the product [Cl:1][C:2]1[C:3]([C:11]2[CH:16]=[CH:15][CH:14]=[C:13]([F:17])[CH:12]=2)=[CH:4][C:5]([B:18]([OH:23])[OH:19])=[C:6]([O:8][CH3:9])[CH:7]=1, predict the reactants needed to synthesize it. The reactants are: [Cl:1][C:2]1[CH:7]=[C:6]([O:8][CH3:9])[C:5](I)=[CH:4][C:3]=1[C:11]1[CH:16]=[CH:15][CH:14]=[C:13]([F:17])[CH:12]=1.[B:18](OC(C)C)([O:23]C(C)C)[O:19]C(C)C.C([Li])CCC. (3) Given the product [O:1]=[C:2]1[NH:10][C:5]2=[N:6][CH:7]=[CH:8][CH:9]=[C:4]2[C:3]21[CH2:30][C:21]1=[N:22][CH:23]=[C:24]([C:26]([OH:28])=[O:27])[CH:25]=[C:20]1[CH2:19]2, predict the reactants needed to synthesize it. The reactants are: [O:1]=[C:2]1[N:10](COCC[Si](C)(C)C)[C:5]2=[N:6][CH:7]=[CH:8][CH:9]=[C:4]2[C:3]21[CH2:30][C:21]1=[N:22][CH:23]=[C:24]([C:26]([O:28]C)=[O:27])[CH:25]=[C:20]1[CH2:19]2.Cl.[OH-].[Na+]. (4) Given the product [CH3:7][NH:8][C@H:9]([C:13]1[CH:18]=[CH:17][CH:16]=[CH:15][CH:14]=1)[CH2:10][OH:11], predict the reactants needed to synthesize it. The reactants are: [H-].[Al+3].[Li+].[H-].[H-].[H-].[CH3:7][NH:8][C@H:9]([C:13]1[CH:18]=[CH:17][CH:16]=[CH:15][CH:14]=1)[C:10](O)=[O:11].[OH-].[Na+].